The task is: Predict the reaction yield, written as a fraction of the theoretical maximum amount of product (1.0 means a 100% yield; for example, 0.34 means a 34% yield).. This data is from Reaction yield outcomes from USPTO patents with 853,638 reactions. (1) The reactants are [Li]OC(C)=O.O.O.[Cl:8][C:9]1[CH:10]=[CH:11][C:12]2[O:17][CH2:16][C:15](C(O)=O)=[CH:14][C:13]=2[CH:21]=1.C1C(=O)N([Br:29])C(=O)C1. The catalyst is CC#N.O. The product is [Br:29][C:15]1[CH2:16][O:17][C:12]2[C:13]([CH:14]=1)=[CH:21][C:9]([Cl:8])=[CH:10][CH:11]=2. The yield is 0.270. (2) The reactants are Cl[C:2]1[CH:7]=[CH:6][CH:5]=[C:4]([C:8]([F:11])([F:10])[F:9])[N:3]=1.B1(C=C)O[C:15](C)(C)[C:14](C)(C)O1.O.O.O.O.O.O.O.O.O.O.O.O.[O-]P([O-])([O-])=O.[Na+].[Na+].[Na+]. The catalyst is COCCOC.O. The product is [F:9][C:8]([F:11])([F:10])[C:4]1[CH:5]=[CH:6][CH:7]=[C:2]([CH:14]=[CH2:15])[N:3]=1. The yield is 0.650. (3) The reactants are [Br:1][C:2]1[C:3]([N+:12]([O-])=O)=[C:4]([CH:8]=[CH:9][C:10]=1[CH3:11])[C:5]([OH:7])=[O:6].Cl. The catalyst is CCO.[Fe]. The product is [NH2:12][C:3]1[C:2]([Br:1])=[C:10]([CH3:11])[CH:9]=[CH:8][C:4]=1[C:5]([OH:7])=[O:6]. The yield is 0.978. (4) The reactants are [CH2:1]([O:8][C:9]1[CH:10]=[C:11]2[C:15](=[CH:16][CH:17]=1)[NH:14][CH:13]=[CH:12]2)[C:2]1[CH:7]=[CH:6][CH:5]=[CH:4][CH:3]=1.[H-].[Na+].Br[CH2:21][C:22]([O:24][CH3:25])=[O:23]. The catalyst is CN(C=O)C. The product is [CH3:25][O:24][C:22](=[O:23])[CH2:21][N:14]1[C:15]2[C:11](=[CH:10][C:9]([O:8][CH2:1][C:2]3[CH:3]=[CH:4][CH:5]=[CH:6][CH:7]=3)=[CH:17][CH:16]=2)[CH:12]=[CH:13]1. The yield is 0.740. (5) The reactants are [CH3:1][S:2]([NH:5][C:6]([C:8]1([CH2:11][CH2:12][CH2:13][CH2:14][CH2:15][CH2:16][CH2:17][CH2:18][CH2:19][CH2:20][CH2:21][CH2:22][C:23]2([C:26]([OH:28])=O)[CH2:25][CH2:24]2)[CH2:10][CH2:9]1)=[O:7])(=[O:4])=[O:3].C(Cl)CCl.[CH2:33]([CH2:35][NH2:36])[OH:34]. The catalyst is CN(C=O)C.CN(C1C=CN=CC=1)C.C(Cl)(Cl)Cl. The product is [OH:34][CH2:33][CH2:35][NH:36][C:26]([C:23]1([CH2:22][CH2:21][CH2:20][CH2:19][CH2:18][CH2:17][CH2:16][CH2:15][CH2:14][CH2:13][CH2:12][CH2:11][C:8]2([C:6]([NH:5][S:2]([CH3:1])(=[O:3])=[O:4])=[O:7])[CH2:9][CH2:10]2)[CH2:24][CH2:25]1)=[O:28]. The yield is 0.250. (6) The reactants are [CH2:1]([I:3])[CH3:2].[Cl:4][C:5]1[CH:10]=[CH:9][C:8]([C:11]2([CH2:14][N:15]3[CH2:19][CH2:18][CH2:17][CH2:16]3)[CH2:13][CH2:12]2)=[CH:7][CH:6]=1. The catalyst is CO. The product is [I-:3].[Cl:4][C:5]1[CH:10]=[CH:9][C:8]([C:11]2([CH2:14][N+:15]3([CH2:1][CH3:2])[CH2:19][CH2:18][CH2:17][CH2:16]3)[CH2:12][CH2:13]2)=[CH:7][CH:6]=1. The yield is 0.930.